This data is from CYP2C9 inhibition data for predicting drug metabolism from PubChem BioAssay. The task is: Regression/Classification. Given a drug SMILES string, predict its absorption, distribution, metabolism, or excretion properties. Task type varies by dataset: regression for continuous measurements (e.g., permeability, clearance, half-life) or binary classification for categorical outcomes (e.g., BBB penetration, CYP inhibition). Dataset: cyp2c9_veith. (1) The drug is Cc1cc(C(=O)O)c(C)n1-c1cccc(C(=O)O)c1.O=C1C[C@@H]2OCC=C3CN4CC[C@]56c7ccccc7N1[C@@H]5[C@@H]2[C@H]3C[C@H]46. The result is 0 (non-inhibitor). (2) The drug is O=c1c(CCc2ccccc2)nc2cncnc2n1Cc1ccc(F)cc1. The result is 1 (inhibitor). (3) The compound is COc1ccc(-c2nc3cnc(N4CCOCC4)nc3n(C3CC3)c2=O)cc1. The result is 0 (non-inhibitor).